Dataset: Catalyst prediction with 721,799 reactions and 888 catalyst types from USPTO. Task: Predict which catalyst facilitates the given reaction. (1) Reactant: O/[C:2](=[CH:8]\[C:9](=O)[C:10]1[CH:15]=[CH:14][C:13]([O:16][CH2:17][C:18]2[CH:23]=[CH:22][CH:21]=[CH:20][CH:19]=2)=[CH:12][CH:11]=1)/[C:3]([O:5][CH2:6][CH3:7])=[O:4].Cl.[CH:26]1([NH:32][NH2:33])[CH2:31][CH2:30][CH2:29][CH2:28][CH2:27]1. Product: [CH:26]1([N:32]2[C:9]([C:10]3[CH:15]=[CH:14][C:13]([O:16][CH2:17][C:18]4[CH:23]=[CH:22][CH:21]=[CH:20][CH:19]=4)=[CH:12][CH:11]=3)=[CH:8][C:2]([C:3]([O:5][CH2:6][CH3:7])=[O:4])=[N:33]2)[CH2:31][CH2:30][CH2:29][CH2:28][CH2:27]1. The catalyst class is: 351. (2) Reactant: Cl.[CH:2]1([NH:8][NH2:9])[CH2:7][CH2:6][CH2:5][CH2:4][CH2:3]1.C(O[CH:13]=[C:14]([C:20]#[N:21])[C:15]([O:17][CH2:18][CH3:19])=[O:16])C.C([O-])(=O)C.[Na+]. Product: [CH2:18]([O:17][C:15]([C:14]1[CH:13]=[N:9][N:8]([CH:2]2[CH2:7][CH2:6][CH2:5][CH2:4][CH2:3]2)[C:20]=1[NH2:21])=[O:16])[CH3:19]. The catalyst class is: 8. (3) Reactant: Cl.[C:2]1([NH:8]N)[CH:7]=[CH:6][CH:5]=[CH:4][CH:3]=1.[S:10]1[CH2:15][CH2:14][C:13](=O)[CH2:12][CH2:11]1.O.[N+]([O-])([O-])=O.[Bi+3].[N+]([O-])([O-])=O.[N+]([O-])([O-])=O. Product: [CH2:14]1[C:13]2[NH:8][C:2]3[C:7](=[CH:6][CH:5]=[CH:4][CH:3]=3)[C:12]=2[CH2:11][S:10][CH2:15]1. The catalyst class is: 5. (4) Reactant: [NH2:1][C:2]1[CH:7]=[CH:6][C:5]([Cl:8])=[CH:4][C:3]=1[S:9]([NH2:12])(=[O:11])=[O:10].[Cl:13][C:14]1[CH:19]=[CH:18][C:17](/[CH:20]=[CH:21]/[S:22](Cl)(=[O:24])=[O:23])=[C:16]([O:26][CH3:27])[CH:15]=1. Product: [Cl:8][C:5]1[CH:6]=[CH:7][C:2]([NH:1][S:22](/[CH:21]=[CH:20]/[C:17]2[CH:18]=[CH:19][C:14]([Cl:13])=[CH:15][C:16]=2[O:26][CH3:27])(=[O:23])=[O:24])=[C:3]([S:9]([NH2:12])(=[O:11])=[O:10])[CH:4]=1. The catalyst class is: 17. (5) Reactant: Br[C:2]1[CH:7]=[CH:6][C:5]([C:8]([CH3:11])([CH3:10])[CH3:9])=[CH:4][N:3]=1.[I-:12].[Na+].CN[C@@H]1CCCC[C@H]1NC. Product: [C:8]([C:5]1[CH:6]=[CH:7][C:2]([I:12])=[N:3][CH:4]=1)([CH3:11])([CH3:10])[CH3:9]. The catalyst class is: 830. (6) Reactant: [O:1]=[C:2]1[C:10]2[C:5](=[CH:6][CH:7]=[CH:8][CH:9]=2)[C:4](=[O:11])[N:3]1[CH:12]1[C:17](=[O:18])[NH:16][C:15](=[O:19])[CH:14]([O:20]C(=O)C)[CH2:13]1.C1(C)C=CC(S(O)(=O)=O)=CC=1. Product: [OH:20][CH:14]1[C:15](=[O:19])[NH:16][C:17](=[O:18])[CH:12]([N:3]2[C:2](=[O:1])[C:10]3[C:5](=[CH:6][CH:7]=[CH:8][CH:9]=3)[C:4]2=[O:11])[CH2:13]1. The catalyst class is: 5. (7) Reactant: [F:1][C:2]1[CH:7]=[C:6]([F:8])[CH:5]=[CH:4][C:3]=1[C:9](=O)/[CH:10]=[CH:11]/[N:12](C)C.[CH3:16][NH:17]N.C(N(CC)CC)C. Product: [F:1][C:2]1[CH:7]=[C:6]([F:8])[CH:5]=[CH:4][C:3]=1[C:9]1[N:17]([CH3:16])[N:12]=[CH:11][CH:10]=1. The catalyst class is: 32.